Dataset: Catalyst prediction with 721,799 reactions and 888 catalyst types from USPTO. Task: Predict which catalyst facilitates the given reaction. (1) Reactant: [CH3:1][O:2][C:3](=[O:21])[C@H:4]([CH2:13][C:14]1[CH:19]=[CH:18][C:17]([OH:20])=[CH:16][CH:15]=1)[NH:5][C:6]([O:8][C:9]([CH3:12])([CH3:11])[CH3:10])=[O:7].C(N(CC)CC)C.[CH3:29][S:30](Cl)(=[O:32])=[O:31]. Product: [CH3:1][O:2][C:3](=[O:21])[C@H:4]([CH2:13][C:14]1[CH:19]=[CH:18][C:17]([O:20][S:30]([CH3:29])(=[O:32])=[O:31])=[CH:16][CH:15]=1)[NH:5][C:6]([O:8][C:9]([CH3:12])([CH3:10])[CH3:11])=[O:7]. The catalyst class is: 11. (2) Reactant: [CH2:1]([N:7]=[C:8]=[O:9])[CH2:2][CH2:3][CH2:4][CH2:5][CH3:6].[CH2:10]([NH2:16])[CH2:11][CH2:12][CH2:13][CH2:14][CH3:15].[C:17](Cl)(=[O:22])[CH2:18][C:19](Cl)=[O:20].C(N(C(C)C)CC)(C)C.[N:33]([CH2:36][C:37]([O:39]CC)=[O:38])=[C:34]=[O:35]. Product: [CH2:1]([N:7]1[C:19]([OH:20])=[C:18]([C:34]([NH:33][CH2:36][C:37]([OH:39])=[O:38])=[O:35])[C:17](=[O:22])[N:16]([CH2:10][CH2:11][CH2:12][CH2:13][CH2:14][CH3:15])[C:8]1=[O:9])[CH2:2][CH2:3][CH2:4][CH2:5][CH3:6]. The catalyst class is: 4. (3) Reactant: [CH3:1][C:2]1[C:10]2[CH2:9][O:8][C:7](=[O:11])[C:6]=2[CH:5]=[CH:4][C:3]=1[CH:12]1[CH2:14][O:13]1.C(Cl)Cl. Product: [CH3:1][C:2]1[C:10]2[CH2:9][O:8][C:7](=[O:11])[C:6]=2[CH:5]=[CH:4][C:3]=1[C@@H:12]1[CH2:14][O:13]1. The catalyst class is: 5. (4) Reactant: Br[C:2]([CH3:4])=[CH2:3].[CH3:5][O:6][C:7]1[CH:16]=[CH:15][C:10]2[O:11][CH2:12][CH2:13][O:14][C:9]=2[C:8]=1B(O)O.[C:20]([O-])([O-])=O.[K+].[K+]. Product: [C:2]([C:8]1[C:9]2[O:14][CH2:13][CH2:12][O:11][C:10]=2[CH:15]=[CH:16][C:7]=1[O:6][CH3:5])([CH3:4])=[CH2:3].[CH2:10]=[CH:15][C:16](=[CH2:7])[CH3:20]. The catalyst class is: 104. (5) Product: [NH2:20][C:11]1[CH:12]=[C:13]([NH:16][C:17](=[O:19])[CH3:18])[CH:14]=[CH:15][C:10]=1[NH:9][CH2:8][CH:5]1[CH2:4][CH2:3][CH:2]([F:1])[CH2:7][CH2:6]1. Reactant: [F:1][C:2]1[CH2:7][CH2:6][CH:5]([CH2:8][NH:9][C:10]2[CH:15]=[CH:14][C:13]([NH:16][C:17](=[O:19])[CH3:18])=[CH:12][C:11]=2[N+:20]([O-])=O)[CH2:4][CH:3]=1. The catalyst class is: 99.